Dataset: Catalyst prediction with 721,799 reactions and 888 catalyst types from USPTO. Task: Predict which catalyst facilitates the given reaction. (1) Reactant: [Br:1][C:2]1[CH:3]=[CH:4][C:5]([CH:8]=[O:9])=[N:6][CH:7]=1.[NH:10]1[CH2:15][CH2:14][O:13][CH2:12][CH2:11]1.[BH-](OC(C)=O)(OC(C)=O)OC(C)=O.[Na+].C(O)(=O)C. Product: [NH4+:6].[OH-:9].[Br:1][C:2]1[CH:3]=[CH:4][C:5]([CH2:8][N:10]2[CH2:15][CH2:14][O:13][CH2:12][CH2:11]2)=[N:6][CH:7]=1. The catalyst class is: 26. (2) Reactant: [C:9](O[C:9]([O:11][C:12]([CH3:15])([CH3:14])[CH3:13])=[O:10])([O:11][C:12]([CH3:15])([CH3:14])[CH3:13])=[O:10].[Br:16][C:17]1[C:22]([CH3:23])=[CH:21][C:20]([N+:24]([O-:26])=[O:25])=[CH:19][C:18]=1[CH2:27][NH2:28]. Product: [Br:16][C:17]1[C:22]([CH3:23])=[CH:21][C:20]([N+:24]([O-:26])=[O:25])=[CH:19][C:18]=1[CH2:27][NH:28][C:9](=[O:10])[O:11][C:12]([CH3:13])([CH3:14])[CH3:15]. The catalyst class is: 1. (3) Reactant: [CH3:1][CH2:2][CH2:3][CH2:4][CH2:5][N:6]([CH2:8][CH2:9][C:10]([P:16]([OH:19])([OH:18])=[O:17])([P:12]([OH:15])([OH:14])=[O:13])[OH:11])[CH3:7].O.O.O.O.O.O.O.O.O.O.B([O-])([O-])[O-].B([O-])([O-])[O-].B([O-])([O-])[O-].B([O-])([O-])[O-].[Na+:46].[Na+].[Na+].[Na+].[Na+].[Na+].[Na+].[Na+].[Na+].[Na+].[Na+].[Na+]. Product: [CH3:1][CH2:2][CH2:3][CH2:4][CH2:5][N:6]([CH2:8][CH2:9][C:10]([P:16]([O-:19])([OH:18])=[O:17])([P:12]([OH:15])([OH:14])=[O:13])[OH:11])[CH3:7].[Na+:46]. The catalyst class is: 51. (4) Reactant: [CH3:1][CH2:2][O-:3].[Na+].Br[CH2:6][CH2:7][CH2:8][O:9][C:10]1[CH:15]=[CH:14][CH:13]=[CH:12][CH:11]=1. Product: [CH2:2]([O:3][CH2:6][CH2:7][CH2:8][O:9][C:10]1[CH:15]=[CH:14][CH:13]=[CH:12][CH:11]=1)[CH3:1]. The catalyst class is: 14. (5) Reactant: [Cl:1][C:2]1[CH:7]=[CH:6][CH:5]=[CH:4][C:3]=1[N:8]1[C:12]([S:13][C:14]2[CH:19]=[CH:18][CH:17]=[C:16]([O:20][CH3:21])[N:15]=2)=[CH:11][C:10]([C:22](OCC)=[O:23])=[N:9]1.[H-].C([Al+]CC(C)C)C(C)C.[OH-].[Na+]. Product: [Cl:1][C:2]1[CH:7]=[CH:6][CH:5]=[CH:4][C:3]=1[N:8]1[C:12]([S:13][C:14]2[CH:19]=[CH:18][CH:17]=[C:16]([O:20][CH3:21])[N:15]=2)=[CH:11][C:10]([CH:22]=[O:23])=[N:9]1. The catalyst class is: 207. (6) Reactant: [OH:1][CH2:2][C@H:3]1[CH2:7][CH2:6][C:5](=[O:8])[N:4]1[CH2:9][CH2:10][CH2:11][CH2:12][S:13][CH2:14][C:15]([O:17][CH3:18])=[O:16].CC(OI1(OC(C)=O)(OC(C)=O)OC(=O)C2C=CC=CC1=2)=O. Product: [CH:2]([C@H:3]1[CH2:7][CH2:6][C:5](=[O:8])[N:4]1[CH2:9][CH2:10][CH2:11][CH2:12][S:13][CH2:14][C:15]([O:17][CH3:18])=[O:16])=[O:1]. The catalyst class is: 2. (7) Reactant: C([O-])([O-])=O.[K+].[K+].[C@@H:7]1([NH2:14])[CH2:12][CH2:11][CH2:10][CH2:9][C@H:8]1[NH2:13].I[C:16]1[CH:17]=[C:18]([CH3:23])[CH:19]=[C:20]([CH3:22])[CH:21]=1. Product: [CH3:23][C:18]1[CH:17]=[C:16]([NH:13][C@@H:8]2[CH2:9][CH2:10][CH2:11][CH2:12][C@H:7]2[NH2:14])[CH:21]=[C:20]([CH3:22])[CH:19]=1. The catalyst class is: 205. (8) Product: [ClH:32].[CH3:8][C:9]1[N:13]=[C:12]([C:14]2[C:15](=[O:31])[N:16]([C:19]3[CH:24]=[C:23]([N:25]4[CH2:26][CH2:27][O:28][CH2:29][CH2:30]4)[N:22]=[CH:21][N:20]=3)[NH:17][CH:18]=2)[O:11][N:10]=1. Reactant: FC(F)(F)C(O)=O.[CH3:8][C:9]1[N:13]=[C:12]([C:14]2[C:15](=[O:31])[N:16]([C:19]3[CH:24]=[C:23]([N:25]4[CH2:30][CH2:29][O:28][CH2:27][CH2:26]4)[N:22]=[CH:21][N:20]=3)[NH:17][CH:18]=2)[O:11][N:10]=1.[ClH:32]. The catalyst class is: 12. (9) The catalyst class is: 5. Reactant: [C:1]([NH:4][CH2:5][C@@H:6]1[O:10][C:9](=[O:11])[N:8]([C:12]2[CH:17]=[CH:16][C:15]([C:18]([O:20][C:21]3C(F)=C(F)C(F)=C(F)C=3F)=[O:19])=[C:14]([F:32])[CH:13]=2)[CH2:7]1)(=[S:3])[CH3:2].C[O-].[Na+]. Product: [C:1]([NH:4][CH2:5][C@@H:6]1[O:10][C:9](=[O:11])[N:8]([C:12]2[CH:17]=[CH:16][C:15]([C:18]([O:20][CH3:21])=[O:19])=[C:14]([F:32])[CH:13]=2)[CH2:7]1)(=[S:3])[CH3:2]. (10) Reactant: [NH2:1][C:2](=[O:22])[CH2:3][NH:4]/[C:5](/[C:12]1[CH:17]=[CH:16][CH:15]=[CH:14][C:13]=1[O:18][CH2:19][CH2:20][OH:21])=[CH:6]\[C:7]([O:9]CC)=O.C[Si]([N:27]=[C:28]=[S:29])(C)C.O. Product: [OH:21][CH2:20][CH2:19][O:18][C:13]1[CH:14]=[CH:15][CH:16]=[CH:17][C:12]=1[C:5]1[N:4]([CH2:3][C:2]([NH2:1])=[O:22])[C:28](=[S:29])[NH:27][C:7](=[O:9])[CH:6]=1. The catalyst class is: 7.